This data is from Aqueous solubility values for 9,982 compounds from the AqSolDB database. The task is: Regression/Classification. Given a drug SMILES string, predict its absorption, distribution, metabolism, or excretion properties. Task type varies by dataset: regression for continuous measurements (e.g., permeability, clearance, half-life) or binary classification for categorical outcomes (e.g., BBB penetration, CYP inhibition). For this dataset (solubility_aqsoldb), we predict Y. (1) The drug is CC(C)(CC(=O)O)C(=O)O. The Y is -0.320 log mol/L. (2) The molecule is Clc1c(Cl)c(Cl)c2ccccc2c1Cl. The Y is -7.80 log mol/L. (3) The drug is S=C=Nc1ccccc1. The Y is -3.18 log mol/L.